Dataset: Forward reaction prediction with 1.9M reactions from USPTO patents (1976-2016). Task: Predict the product of the given reaction. (1) Given the reactants [NH:1]1[CH2:4][CH:3]([N:5]2[CH:9]=[CH:8][C:7]([C:10]3[N:22]([CH2:23][C:24]4[CH:29]=[CH:28][CH:27]=[C:26]([Cl:30])[CH:25]=4)[C:13]4[CH:14]=[CH:15][C:16]5[N:17]([C:18]([CH3:21])=[N:19][N:20]=5)[C:12]=4[CH:11]=3)=[N:6]2)[CH2:2]1.[C:31](Cl)(=[O:33])[CH3:32].C(N(CC)CC)C, predict the reaction product. The product is: [C:31]([N:1]1[CH2:2][CH:3]([N:5]2[CH:9]=[CH:8][C:7]([C:10]3[N:22]([CH2:23][C:24]4[CH:29]=[CH:28][CH:27]=[C:26]([Cl:30])[CH:25]=4)[C:13]4[CH:14]=[CH:15][C:16]5[N:17]([C:18]([CH3:21])=[N:19][N:20]=5)[C:12]=4[CH:11]=3)=[N:6]2)[CH2:4]1)(=[O:33])[CH3:32]. (2) Given the reactants [Br:1][C:2]1[CH:14]=[CH:13][C:5]([NH:6][CH:7]2[CH2:12][CH2:11][CH2:10][CH2:9][CH2:8]2)=[C:4]([N+:15]([O-:17])=[O:16])[CH:3]=1.[Cl:18][C:19]1[CH:26]=[CH:25][C:22]([CH2:23]Br)=[CH:21][CH:20]=1.BrC1C=CC(N(C2CCCCC2)CC(C)=C)=C([N+]([O-])=O)C=1, predict the reaction product. The product is: [Br:1][C:2]1[CH:14]=[CH:13][C:5]([N:6]([CH2:23][C:22]2[CH:25]=[CH:26][C:19]([Cl:18])=[CH:20][CH:21]=2)[CH:7]2[CH2:8][CH2:9][CH2:10][CH2:11][CH2:12]2)=[C:4]([N+:15]([O-:17])=[O:16])[CH:3]=1. (3) Given the reactants CN(C)C=O.Cl[C:7]1[CH:12]=[C:11]([O:13][CH2:14][C:15]#[C:16][CH3:17])[N:10]=[CH:9][N:8]=1.C(=O)([O-])[O-].[CH3:22][CH:23]1[CH2:28][CH2:27][CH2:26][NH:25][CH2:24]1, predict the reaction product. The product is: [CH2:14]([O:13][C:11]1[CH:12]=[C:7]([N:25]2[CH2:26][CH2:27][CH2:28][CH:23]([CH3:22])[CH2:24]2)[N:8]=[CH:9][N:10]=1)[C:15]#[C:16][CH3:17]. (4) Given the reactants [N:1]1[CH:6]=[CH:5][N:4]=[CH:3][C:2]=1[C:7]([NH:9][C:10]1[C:18]2[C:13](=[N:14][CH:15]=[C:16]([C:33]([F:36])([F:35])[F:34])[C:17]=2[N:19]2[CH2:24][CH2:23][CH2:22][C@@H:21]([NH:25]C(=O)OC(C)(C)C)[CH2:20]2)[NH:12][CH:11]=1)=[O:8].C(O)(C(F)(F)F)=O.C(Cl)[Cl:45], predict the reaction product. The product is: [ClH:45].[NH2:25][C@@H:21]1[CH2:22][CH2:23][CH2:24][N:19]([C:17]2[C:16]([C:33]([F:35])([F:36])[F:34])=[CH:15][N:14]=[C:13]3[NH:12][CH:11]=[C:10]([NH:9][C:7]([C:2]4[CH:3]=[N:4][CH:5]=[CH:6][N:1]=4)=[O:8])[C:18]=23)[CH2:20]1. (5) Given the reactants [NH2:1][CH:2]([C:6]1[CH:11]=[CH:10][C:9]([Br:12])=[CH:8][CH:7]=1)[C:3]([OH:5])=[O:4].C(N(CC)CC)C.[C:20](O[C:20]([O:22][C:23]([CH3:26])([CH3:25])[CH3:24])=[O:21])([O:22][C:23]([CH3:26])([CH3:25])[CH3:24])=[O:21], predict the reaction product. The product is: [Br:12][C:9]1[CH:10]=[CH:11][C:6]([CH:2]([NH:1][C:20]([O:22][C:23]([CH3:26])([CH3:25])[CH3:24])=[O:21])[C:3]([OH:5])=[O:4])=[CH:7][CH:8]=1. (6) Given the reactants S(=O)(=O)(O)O.[Cl:6][C:7]1[CH:12]=[C:11]([N+:13]([O-:15])=[O:14])[C:10]([Cl:16])=[CH:9][C:8]=1[CH2:17][C:18]([OH:20])=[O:19].[CH2:21](O)[CH3:22], predict the reaction product. The product is: [CH2:21]([O:19][C:18](=[O:20])[CH2:17][C:8]1[CH:9]=[C:10]([Cl:16])[C:11]([N+:13]([O-:15])=[O:14])=[CH:12][C:7]=1[Cl:6])[CH3:22].